This data is from Full USPTO retrosynthesis dataset with 1.9M reactions from patents (1976-2016). The task is: Predict the reactants needed to synthesize the given product. (1) Given the product [C:2]1([CH:11]2[CH2:12][CH2:13][NH:8][CH2:9][CH2:10]2)[CH:7]=[CH:6][CH:5]=[CH:4][CH:3]=1, predict the reactants needed to synthesize it. The reactants are: Cl[C:2]1[CH:7]=[CH:6][CH:5]=[CH:4][CH:3]=1.[NH:8]1[CH2:13][CH2:12][CH2:11][CH2:10][CH2:9]1.CC([O-])(C)C.[Na+]. (2) Given the product [C:19]12([CH2:18][O:17][C:13]3[CH:12]=[C:11]([C:10]4[C:3]5[C:2]([NH2:1])=[N:7][CH:6]=[N:5][C:4]=5[N:8]([C@H:26]5[CH2:29][C@@H:28]([N:39]6[CH2:36][CH2:35][S:33](=[O:34])[CH2:31][CH2:32]6)[CH2:27]5)[CH:9]=4)[CH:16]=[CH:15][CH:14]=3)[O:25][CH:22]([CH2:23][CH2:24]1)[CH2:21][CH2:20]2, predict the reactants needed to synthesize it. The reactants are: [NH2:1][C:2]1[C:3]2[C:10]([C:11]3[CH:16]=[CH:15][CH:14]=[C:13]([O:17][CH2:18][C:19]45[O:25][CH:22]([CH2:23][CH2:24]4)[CH2:21][CH2:20]5)[CH:12]=3)=[CH:9][N:8]([C@@H:26]3[CH2:29][C@H:28](O)[CH2:27]3)[C:4]=2[N:5]=[CH:6][N:7]=1.[CH:31]([S:33]([CH:35]=[CH2:36])=[O:34])=[CH2:32].C(#[N:39])C. (3) Given the product [CH:1]1([N:5]2[CH2:11][C:10]([F:13])([F:12])[C:9](=[O:14])[N:8]([CH3:15])[C:7]3[CH:16]=[N:17][C:18]([NH:20][C:21]4[CH:29]=[CH:28][C:24]([C:25]([NH2:32])=[O:26])=[CH:23][CH:22]=4)=[N:19][C:6]2=3)[CH2:2][CH2:3][CH2:4]1, predict the reactants needed to synthesize it. The reactants are: [CH:1]1([N:5]2[CH2:11][C:10]([F:13])([F:12])[C:9](=[O:14])[N:8]([CH3:15])[C:7]3[CH:16]=[N:17][C:18]([NH:20][C:21]4[CH:29]=[CH:28][C:24]([C:25](O)=[O:26])=[CH:23][CH:22]=4)=[N:19][C:6]2=3)[CH2:4][CH2:3][CH2:2]1.C([N:32](CC)CC)C.F[P-](F)(F)(F)(F)F.CN(C(N(C)C)=[N+]1C2C(=NC=CC=2)[N+]([O-])=N1)C.[Cl-].[NH4+]. (4) The reactants are: [OH-].[Na+].C[O:4][C:5](=[O:41])[CH2:6][C:7]1[CH:8]=[N:9][CH:10]=[C:11]([C:13]2[CH:18]=[CH:17][C:16]([C:19]([CH2:38][CH3:39])([C:22]3[CH:27]=[CH:26][C:25](/[CH:28]=[CH:29]/[C:30]4([OH:36])[CH2:35][CH2:34][CH2:33][CH2:32][CH2:31]4)=[C:24]([CH3:37])[CH:23]=3)[CH2:20][CH3:21])=[CH:15][C:14]=2[CH3:40])[CH:12]=1.[Cl-].[NH4+]. Given the product [CH2:20]([C:19]([C:16]1[CH:17]=[CH:18][C:13]([C:11]2[CH:12]=[C:7]([CH2:6][C:5]([OH:41])=[O:4])[CH:8]=[N:9][CH:10]=2)=[C:14]([CH3:40])[CH:15]=1)([C:22]1[CH:27]=[CH:26][C:25](/[CH:28]=[CH:29]/[C:30]2([OH:36])[CH2:35][CH2:34][CH2:33][CH2:32][CH2:31]2)=[C:24]([CH3:37])[CH:23]=1)[CH2:38][CH3:39])[CH3:21], predict the reactants needed to synthesize it.